This data is from Full USPTO retrosynthesis dataset with 1.9M reactions from patents (1976-2016). The task is: Predict the reactants needed to synthesize the given product. (1) Given the product [C:31]([O:30][C@@H:26]1[C@@H:25]([O:34][C:35](=[O:36])[CH3:37])[C@H:24]([O:38][C:39](=[O:40])[CH3:41])[C@@H:23]([CH2:22][O:21][C:19](=[O:20])[CH3:18])[O:28][C@H:27]1[O:1][C:2]1[CH:7]=[CH:6][CH:5]=[C:4]([OH:8])[C:3]=1[C:9](=[O:11])[CH3:10])(=[O:32])[CH3:33], predict the reactants needed to synthesize it. The reactants are: [OH:1][C:2]1[CH:7]=[CH:6][CH:5]=[C:4]([OH:8])[C:3]=1[C:9](=[O:11])[CH3:10].C(=O)([O-])[O-].[K+].[K+].[CH3:18][C:19]([O:21][CH2:22][C@H:23]1[O:28][C@H:27](Br)[C@H:26]([O:30][C:31]([CH3:33])=[O:32])[C@@H:25]([O:34][C:35]([CH3:37])=[O:36])[C@@H:24]1[O:38][C:39]([CH3:41])=[O:40])=[O:20].Cl. (2) Given the product [CH:4]1[C:5]2[C:6]3[C:11](=[CH:10][CH:9]=[C:8]([OH:21])[CH:7]=3)[C:12]3[C:17](=[CH:16][CH:15]=[CH:14][CH:13]=3)[C:18]=2[CH:19]=[CH:20][C:3]=1[OH:2], predict the reactants needed to synthesize it. The reactants are: C[O:2][C:3]1[CH:20]=[CH:19][C:18]2[C:17]3[C:12](=[CH:13][CH:14]=[CH:15][CH:16]=3)[C:11]3[C:6](=[CH:7][C:8]([O:21]C)=[CH:9][CH:10]=3)[C:5]=2[CH:4]=1.B(Br)(Br)Br.ClCCl. (3) Given the product [CH2:23]([N:19]([CH2:20][C:21]#[CH:22])[C:5]1[CH:4]=[CH:3][C:2]([C:33]2[CH:34]=[CH:35][CH:36]=[CH:37][C:32]=2[C:31]2[NH:30][N:29]=[N:28][N:27]=2)=[CH:7][C:6]=1[NH:8][C:9]([NH:11][C:12]1[CH:17]=[CH:16][C:15]([CH3:18])=[CH:14][CH:13]=1)=[O:10])[CH:24]([CH3:26])[CH3:25], predict the reactants needed to synthesize it. The reactants are: Br[C:2]1[CH:3]=[CH:4][C:5]([N:19]([CH2:23][CH:24]([CH3:26])[CH3:25])[CH2:20][C:21]#[CH:22])=[C:6]([NH:8][C:9]([NH:11][C:12]2[CH:17]=[CH:16][C:15]([CH3:18])=[CH:14][CH:13]=2)=[O:10])[CH:7]=1.[NH:27]1[C:31]([C:32]2[CH:37]=[CH:36][CH:35]=[CH:34][C:33]=2B(O)O)=[N:30][N:29]=[N:28]1.C(N(CCC(F)(F)F)C1C=CC(Br)=CC=1NC(NC1C=CC(C)=CC=1)=O)C1C=CC=CC=1.